Dataset: Retrosynthesis with 50K atom-mapped reactions and 10 reaction types from USPTO. Task: Predict the reactants needed to synthesize the given product. (1) Given the product O=C1N([C@H]2CC[C@@H](O)CC2)CC[C@]12CCCN(c1ncc(-n3cccn3)cn1)C2, predict the reactants needed to synthesize it. The reactants are: O=C1N([C@H]2CC[C@@H](O)CC2)CC[C@]12CCCN(c1ncc(Br)cn1)C2.c1cn[nH]c1. (2) Given the product Fc1ccc(Br)cc1COCCCCCCl, predict the reactants needed to synthesize it. The reactants are: ClCCCCCBr.OCc1cc(Br)ccc1F. (3) Given the product COC(=O)c1ccc2nc(-c3ccccc3)c(N3CC[C@@H](O)C3)nc2c1, predict the reactants needed to synthesize it. The reactants are: COC(=O)c1ccc2nc(-c3ccccc3)c(Br)nc2c1.O[C@@H]1CCNC1. (4) Given the product O=c1cc(C2CCNCC2)n2nc3ccc(F)c(-c4ccccc4)c3c2[nH]1, predict the reactants needed to synthesize it. The reactants are: CC(C)(C)OC(=O)N1CCC(c2cc(=O)[nH]c3c4c(-c5ccccc5)c(F)ccc4nn23)CC1. (5) The reactants are: CCC(=O)Cl.NC1CCC(CNc2nc3c(s2)CCOc2ccccc2-3)CC1. Given the product CCC(=O)NC1CCC(CNc2nc3c(s2)CCOc2ccccc2-3)CC1, predict the reactants needed to synthesize it. (6) Given the product CS(=O)(=O)OC[C@H]1CN(c2ccc(N3CCOCC3=O)cc2)C(=O)O1, predict the reactants needed to synthesize it. The reactants are: CS(=O)(=O)Cl.O=C1COCCN1c1ccc(N2C[C@H](CO)OC2=O)cc1. (7) Given the product CCCCCCCCCCCCCCCCCCOc1cc(C(=O)N(CC(=O)OC)CC(=O)OC)cc([N+](=O)[O-])c1, predict the reactants needed to synthesize it. The reactants are: CCCCCCCCCCCCCCCCCCOc1cc(C(=O)O)cc([N+](=O)[O-])c1.COC(=O)CNCC(=O)OC. (8) Given the product Cc1cc(OC/C=C/c2ccc(F)cc2)c(C)c(C)c1NC=O, predict the reactants needed to synthesize it. The reactants are: Cc1cc(O)c(C)c(C)c1NC=O.Fc1ccc(/C=C/CBr)cc1. (9) Given the product CN1CCC(C2(c3nnc4n3CCCCCC4)CCCC2)CC1, predict the reactants needed to synthesize it. The reactants are: C1CCCn2c(nnc2C2(C3CCNCC3)CCCC2)CC1.OCn1ccnn1. (10) Given the product Cc1cnc(N2CCN(C(=O)c3ccc(N4CCOC4=O)nc3)CC2)c(C2CC2)c1, predict the reactants needed to synthesize it. The reactants are: Cc1cnc(N2CCN(C(=O)c3ccc(Br)nc3)CC2)c(C2CC2)c1.O=C1NCCO1.